From a dataset of Peptide-MHC class II binding affinity with 134,281 pairs from IEDB. Regression. Given a peptide amino acid sequence and an MHC pseudo amino acid sequence, predict their binding affinity value. This is MHC class II binding data. (1) The peptide sequence is AGDGDVVAVDIKEKG. The MHC is DRB1_1302 with pseudo-sequence DRB1_1302. The binding affinity (normalized) is 0.222. (2) The peptide sequence is FEVDQTKIQYVIRAQ. The MHC is DRB3_0101 with pseudo-sequence DRB3_0101. The binding affinity (normalized) is 0.669.